From a dataset of Forward reaction prediction with 1.9M reactions from USPTO patents (1976-2016). Predict the product of the given reaction. (1) Given the reactants [Br:1][C:2]1[CH:7]=[CH:6][C:5]([C:8]2[O:12][N:11]=[C:10]([CH3:13])[C:9]=2[CH:14]([NH:17][S:18]([CH3:21])(=[O:20])=[O:19])[C:15]#[CH:16])=[CH:4][CH:3]=1.[CH2:22]([N:29]=[N+:30]=[N-:31])[C:23]1[CH:28]=[CH:27][CH:26]=[CH:25][CH:24]=1, predict the reaction product. The product is: [CH2:22]([N:29]1[CH:16]=[C:15]([CH:14]([C:9]2[C:10]([CH3:13])=[N:11][O:12][C:8]=2[C:5]2[CH:4]=[CH:3][C:2]([Br:1])=[CH:7][CH:6]=2)[NH:17][S:18]([CH3:21])(=[O:20])=[O:19])[N:31]=[N:30]1)[C:23]1[CH:28]=[CH:27][CH:26]=[CH:25][CH:24]=1. (2) The product is: [CH3:1][C:2]1[C:3]([C@H:8]2[CH2:13][CH2:12][CH2:11][C@@H:10]([C:14]3[C:19]([CH3:20])=[CH:18][CH:17]=[CH:16][N:15]=3)[N:9]2[CH2:28][CH2:27][C:22]2[CH:23]=[CH:24][CH:25]=[CH:26][N:21]=2)=[N:4][CH:5]=[CH:6][CH:7]=1. Given the reactants [CH3:1][C:2]1[C:3]([C@H:8]2[CH2:13][CH2:12][CH2:11][C@@H:10]([C:14]3[C:19]([CH3:20])=[CH:18][CH:17]=[CH:16][N:15]=3)[NH:9]2)=[N:4][CH:5]=[CH:6][CH:7]=1.[N:21]1[CH:26]=[CH:25][CH:24]=[CH:23][C:22]=1[CH2:27][CH2:28]OS(C)(=O)=O.C([O-])([O-])=O.[K+].[K+], predict the reaction product. (3) The product is: [CH3:8][C:4]1[CH:5]=[CH:6][CH:7]=[C:2]([CH3:1])[C:3]=1[C:9]1[C:10]2[CH:17]=[C:16]([CH2:18][O:19][C:20]3[CH:21]=[CH:22][C:23]([C@@H:26]([C:32]#[C:33][CH3:34])[CH2:27][C:28]([OH:30])=[O:29])=[CH:24][CH:25]=3)[CH:15]=[CH:14][C:11]=2[S:12][CH:13]=1. Given the reactants [CH3:1][C:2]1[CH:7]=[CH:6][CH:5]=[C:4]([CH3:8])[C:3]=1[C:9]1[C:10]2[CH:17]=[C:16]([CH2:18][O:19][C:20]3[CH:25]=[CH:24][C:23]([C@@H:26]([C:32]#[C:33][CH3:34])[CH2:27][C:28]([O:30]C)=[O:29])=[CH:22][CH:21]=3)[CH:15]=[CH:14][C:11]=2[S:12][CH:13]=1.[Li+].[OH-].Cl, predict the reaction product. (4) Given the reactants Cl.[N:2]1[CH:7]=[CH:6][N:5]=[CH:4][C:3]=1[C:8]([NH:10][C@H:11]([C:19]([OH:21])=O)[CH2:12][C:13]1[CH:18]=[CH:17][CH:16]=[CH:15][CH:14]=1)=[O:9].OC(C(O)(C)C)(C)C.[BH:30]([OH:32])[OH:31].[NH2:33][C@H:34](C(O)=O)[CH2:35][CH:36]([CH3:38])[CH3:37].CC(C)CB(O)O, predict the reaction product. The product is: [B:30]([OH:32])([OH:31])[C@@H:34]([NH:33][C:19]([C@@H:11]([NH:10][C:8]([C:3]1[CH:4]=[N:5][CH:6]=[CH:7][N:2]=1)=[O:9])[CH2:12][C:13]1[CH:14]=[CH:15][CH:16]=[CH:17][CH:18]=1)=[O:21])[CH2:35][CH:36]([CH3:38])[CH3:37]. (5) Given the reactants [Br-].[C:2]([O:5][C@@H:6]1[C@@H:11]([O:12][C:13](=[O:15])[CH3:14])[C@@H:10]([O:16][C:17](=[O:19])[CH3:18])[C@@H:9]([CH2:20][O:21][C:22](=[O:24])[CH3:23])[O:8][C@H:7]1[S:25][C:26](N)=[NH2+])(=[O:4])[CH3:3].S(S([O-])=O)([O-])(=O)=O.[Na+].[Na+].C(=O)([O-])[O-].[K+].[K+].ClC[C:46]#[N:47], predict the reaction product. The product is: [C:2]([O:5][C@@H:6]1[C@@H:11]([O:12][C:13](=[O:15])[CH3:14])[C@@H:10]([O:16][C:17](=[O:19])[CH3:18])[C@@H:9]([CH2:20][O:21][C:22](=[O:24])[CH3:23])[O:8][C@H:7]1[S:25][CH2:26][C:46]#[N:47])(=[O:4])[CH3:3]. (6) Given the reactants [C:1]1(=O)[CH2:6][CH2:5][CH2:4][CH2:3][CH2:2]1.[CH2:8]([NH2:11])[CH2:9][NH2:10].C(O)(=O)C.C([BH3-])#N.[Na+], predict the reaction product. The product is: [CH:1]1([NH:10][CH2:9][CH2:8][NH2:11])[CH2:6][CH2:5][CH2:4][CH2:3][CH2:2]1. (7) Given the reactants [NH2:1][C@H:2]1[CH2:6][C@:5]([C:11]([N:13]2[CH2:18][C@@H:17]3[CH2:19][C@H:14]2[CH2:15][N:16]3[C:20]([O:22][C:23]([CH3:26])([CH3:25])[CH3:24])=[O:21])=[O:12])([CH2:7][CH:8]([F:10])[F:9])[CH:4]=[CH:3]1.[H][H], predict the reaction product. The product is: [NH2:1][C@@H:2]1[CH2:3][CH2:4][C@@:5]([C:11]([N:13]2[CH2:18][C@@H:17]3[CH2:19][C@H:14]2[CH2:15][N:16]3[C:20]([O:22][C:23]([CH3:26])([CH3:25])[CH3:24])=[O:21])=[O:12])([CH2:7][CH:8]([F:9])[F:10])[CH2:6]1. (8) Given the reactants [Cl:1][C:2]1[C:3]([CH3:22])=[N:4][CH:5]=[CH:6][C:7]=1[O:8][C@H:9]1[CH2:14][CH2:13][C@H:12]([CH:15]([CH3:21])[C:16]([O:18]CC)=[O:17])[CH2:11][CH2:10]1.[OH-].[Li+].CO, predict the reaction product. The product is: [Cl:1][C:2]1[C:3]([CH3:22])=[N:4][CH:5]=[CH:6][C:7]=1[O:8][C@H:9]1[CH2:10][CH2:11][C@H:12]([CH:15]([CH3:21])[C:16]([OH:18])=[O:17])[CH2:13][CH2:14]1.